This data is from Full USPTO retrosynthesis dataset with 1.9M reactions from patents (1976-2016). The task is: Predict the reactants needed to synthesize the given product. (1) Given the product [C:10]([O:9][C:7]([N:4]1[CH2:3][C:2](=[O:1])[C:6](=[CH:16][N:17]([CH3:19])[CH3:18])[CH2:5]1)=[O:8])([CH3:13])([CH3:12])[CH3:11], predict the reactants needed to synthesize it. The reactants are: [O:1]=[C:2]1[CH2:6][CH2:5][N:4]([C:7]([O:9][C:10]([CH3:13])([CH3:12])[CH3:11])=[O:8])[CH2:3]1.CO[CH:16](OC)[N:17]([CH3:19])[CH3:18]. (2) Given the product [Cl:1][C:2]1[CH:3]=[CH:4][C:5]([CH:8]([C:20]2[CH:21]=[CH:22][C:23]([Cl:26])=[CH:24][CH:25]=2)[C:9]2[CH:10]=[C:11]3[C:16](=[CH:17][CH:18]=2)[N:15]=[CH:14][N:13]=[C:12]3[NH:29][CH:30]2[CH2:31][CH2:32][N:33]([CH2:36][C:37]3[CH:38]=[C:39]([OH:43])[CH:40]=[CH:41][CH:42]=3)[CH2:34][CH2:35]2)=[CH:6][CH:7]=1, predict the reactants needed to synthesize it. The reactants are: [Cl:1][C:2]1[CH:7]=[CH:6][C:5]([CH:8]([C:20]2[CH:25]=[CH:24][C:23]([Cl:26])=[CH:22][CH:21]=2)[C:9]2[CH:10]=[C:11]3[C:16](=[CH:17][CH:18]=2)[N:15]=[CH:14][N:13]=[C:12]3Cl)=[CH:4][CH:3]=1.Cl.Cl.[NH2:29][CH:30]1[CH2:35][CH2:34][N:33]([CH2:36][C:37]2[CH:38]=[C:39]([OH:43])[CH:40]=[CH:41][CH:42]=2)[CH2:32][CH2:31]1.CC(O)C. (3) Given the product [CH3:12][C:5]1[C:6]2[C:7]([OH:8])=[N:17][CH:15]=[N:1][C:2]=2[S:3][C:4]=1[CH3:13], predict the reactants needed to synthesize it. The reactants are: [NH2:1][C:2]1[S:3][C:4]([CH3:13])=[C:5]([CH3:12])[C:6]=1[C:7](OCC)=[O:8].O.[CH:15]([NH2:17])=O.